Dataset: Reaction yield outcomes from USPTO patents with 853,638 reactions. Task: Predict the reaction yield, written as a fraction of the theoretical maximum amount of product (1.0 means a 100% yield; for example, 0.34 means a 34% yield). (1) The reactants are [CH3:1][C:2]1[CH:7]=[CH:6][C:5]([S:8]([O:11][CH2:12][CH:13]2[CH:22]=[CH:21][C:20]3[C:15](=[C:16](Br)[CH:17]=[C:18]([F:23])[CH:19]=3)[O:14]2)(=[O:10])=[O:9])=[CH:4][CH:3]=1.[Cl:25][C:26]1[CH:31]=[CH:30][CH:29]=[CH:28][C:27]=1B(O)O.C(=O)([O-])[O-].[K+].[K+]. The catalyst is O1CCOCC1.O.CC1C(P(C2C(C)=CC=CC=2)C2C(C)=CC=CC=2)=CC=CC=1.CC1C(P(C2C(C)=CC=CC=2)C2C(C)=CC=CC=2)=CC=CC=1.Cl[Pd]Cl. The product is [CH3:1][C:2]1[CH:7]=[CH:6][C:5]([S:8]([O:11][CH2:12][CH:13]2[CH:22]=[CH:21][C:20]3[C:15](=[C:16]([C:27]4[CH:28]=[CH:29][CH:30]=[CH:31][C:26]=4[Cl:25])[CH:17]=[C:18]([F:23])[CH:19]=3)[O:14]2)(=[O:10])=[O:9])=[CH:4][CH:3]=1. The yield is 0.530. (2) The reactants are [NH2:1][C:2]1[CH2:7][CH2:6][CH2:5][C:4](=[O:8])[CH:3]=1.C(O[CH:12]=[C:13]([C:19]([O:21][CH2:22][CH3:23])=[O:20])[C:14]([O:16][CH2:17][CH3:18])=[O:15])C. No catalyst specified. The product is [CH2:17]([O:16][C:14](=[O:15])[C:13](=[CH:12][NH:1][C:2]1[CH2:7][CH2:6][CH2:5][C:4](=[O:8])[CH:3]=1)[C:19]([O:21][CH2:22][CH3:23])=[O:20])[CH3:18]. The yield is 0.900. (3) The reactants are [CH2:1]([O:8][C:9]1[CH:10]=[C:11]([NH:15][C:16]2[CH:21]=[C:20]([N:22]([CH3:24])[CH3:23])[N:19]=[C:18](S(C)=O)[N:17]=2)[CH:12]=[CH:13][CH:14]=1)[C:2]1[CH:7]=[CH:6][CH:5]=[CH:4][CH:3]=1.Cl.Cl.[N:30]1([C:36]2[N:41]=[CH:40][CH:39]=[CH:38][N:37]=2)[CH2:35][CH2:34][NH:33][CH2:32][CH2:31]1. The catalyst is ClC1C=CC=CC=1. The product is [CH2:1]([O:8][C:9]1[CH:10]=[C:11]([NH:15][C:16]2[CH:21]=[C:20]([N:22]([CH3:24])[CH3:23])[N:19]=[C:18]([N:33]3[CH2:34][CH2:35][N:30]([C:36]4[N:37]=[CH:38][CH:39]=[CH:40][N:41]=4)[CH2:31][CH2:32]3)[N:17]=2)[CH:12]=[CH:13][CH:14]=1)[C:2]1[CH:7]=[CH:6][CH:5]=[CH:4][CH:3]=1. The yield is 0.420. (4) The reactants are [NH:1]1[C:9]2[C:4](=[CH:5][C:6]([C:10]3[C:15]([CH:16]([CH2:21][CH2:22][CH3:23])[C:17]([O:19]C)=[O:18])=[C:14]([CH3:24])[N:13]=[C:12]([C:25]4[CH:30]=[CH:29][CH:28]=[CH:27][CH:26]=4)[N:11]=3)=[CH:7][CH:8]=2)[CH:3]=[CH:2]1.[OH-].[Na+]. The catalyst is CO. The product is [NH:1]1[C:9]2[C:4](=[CH:5][C:6]([C:10]3[C:15]([CH:16]([CH2:21][CH2:22][CH3:23])[C:17]([OH:19])=[O:18])=[C:14]([CH3:24])[N:13]=[C:12]([C:25]4[CH:26]=[CH:27][CH:28]=[CH:29][CH:30]=4)[N:11]=3)=[CH:7][CH:8]=2)[CH:3]=[CH:2]1. The yield is 0.480. (5) The reactants are [CH2:1]([NH:3][C:4](=[O:34])[O:5][C@H:6]1[CH2:11][CH2:10][C@H:9]([C:12]2[CH:17]=[CH:16][C:15]([O:18][Si](C(C)(C)C)(C)C)=[CH:14][C:13]=2[O:26][Si](C(C)(C)C)(C)C)[CH2:8][CH2:7]1)[CH3:2].[F-]. The catalyst is CO. The product is [CH2:1]([NH:3][C:4](=[O:34])[O:5][C@H:6]1[CH2:11][CH2:10][C@H:9]([C:12]2[CH:17]=[CH:16][C:15]([OH:18])=[CH:14][C:13]=2[OH:26])[CH2:8][CH2:7]1)[CH3:2]. The yield is 0.870. (6) The catalyst is C1(C)C(C)=CC=CC=1. The product is [CH3:17][NH:18][C:19]([CH:21]1[CH2:31][C:25]2[N:26]([CH3:30])[C:27]([CH3:29])=[N:28][C:24]=2[C:23]2[NH:1][C:2]3([CH2:3][C:4]4[C:9](=[CH:8][CH:7]=[CH:6][CH:5]=4)[CH2:10]3)[CH2:11][C:12](=[O:14])[C:22]1=2)=[O:20]. The yield is 0.550. The reactants are [NH2:1][C:2]1([CH2:11][C:12]([O:14]CC)=O)[CH2:10][C:9]2[C:4](=[CH:5][CH:6]=[CH:7][CH:8]=2)[CH2:3]1.[CH3:17][NH:18][C:19]([CH:21]1[CH2:31][C:25]2[N:26]([CH3:30])[C:27]([CH3:29])=[N:28][C:24]=2[C:23](=O)[CH2:22]1)=[O:20].O.C1(C)C=CC(S(O)(=O)=O)=CC=1. (7) The reactants are [Cl:1][C:2]1[C:3]([F:9])=[C:4]([CH:6]=[CH:7][CH:8]=1)[NH2:5].C[Al](C)C.[CH3:14][C@H:15]1[N:20]([CH3:21])[C@@H:19]([CH3:22])[CH2:18][N:17]([C:23]2[CH:24]=[CH:25][C:26]3[O:30][CH:29]=[C:28]([C:31](OC)=[O:32])[C:27]=3[CH:35]=2)[CH2:16]1.C([O-])([O-])=O.[Na+].[Na+]. The catalyst is C1(C)C=CC=CC=1. The product is [Cl:1][C:2]1[C:3]([F:9])=[C:4]([NH:5][C:31]([C:28]2[C:27]3[CH:35]=[C:23]([N:17]4[CH2:16][C@H:15]([CH3:14])[N:20]([CH3:21])[C@H:19]([CH3:22])[CH2:18]4)[CH:24]=[CH:25][C:26]=3[O:30][CH:29]=2)=[O:32])[CH:6]=[CH:7][CH:8]=1. The yield is 0.600. (8) The reactants are [C:1](Cl)(=[O:8])[C:2]1[CH:7]=[CH:6][CH:5]=[CH:4][CH:3]=1.[CH3:10][CH:11]([CH2:13][C@H:14]([CH2:19][NH2:20])[CH2:15][C:16]([OH:18])=[O:17])[CH3:12]. The catalyst is C1COCC1. The product is [C:1]([NH:20][CH2:19][C@@H:14]([CH2:13][CH:11]([CH3:12])[CH3:10])[CH2:15][C:16]([OH:18])=[O:17])(=[O:8])[C:2]1[CH:7]=[CH:6][CH:5]=[CH:4][CH:3]=1. The yield is 0.470. (9) The product is [F:24][CH:23]([F:25])[C:15]1[N:14]([C:4]2[N:5]=[C:6]([N:8]3[CH2:13][CH2:12][O:11][CH2:10][CH2:9]3)[N:7]=[C:2]([NH:26][C:27]3[CH:28]=[N:29][CH:30]=[CH:31][CH:32]=3)[N:3]=2)[C:18]2[CH:19]=[CH:20][CH:21]=[CH:22][C:17]=2[N:16]=1. The yield is 0.430. The reactants are Cl[C:2]1[N:7]=[C:6]([N:8]2[CH2:13][CH2:12][O:11][CH2:10][CH2:9]2)[N:5]=[C:4]([N:14]2[C:18]3[CH:19]=[CH:20][CH:21]=[CH:22][C:17]=3[N:16]=[C:15]2[CH:23]([F:25])[F:24])[N:3]=1.[NH2:26][C:27]1[CH:28]=[N:29][CH:30]=[CH:31][CH:32]=1.[Li+].CC([N-]C(C)C)C.CC(O)=O. The catalyst is C1COCC1.O. (10) The reactants are C(C1C=C([NH:10][C:11]([NH:13][C:14]2[CH:19]=[CH:18][C:17]([Cl:20])=[CH:16][CH:15]=2)=[O:12])N(C2C=C(C=CC=2)C(OCC)=O)N=1)(C)(C)C.[H-].[H-].[H-].[H-].[Li+].[Al+3]. The catalyst is C1COCC1. The product is [Cl:20][C:17]1[CH:16]=[CH:15][C:14]([NH:13][C:11](=[O:12])[NH2:10])=[CH:19][CH:18]=1. The yield is 0.970.